This data is from Reaction yield outcomes from USPTO patents with 853,638 reactions. The task is: Predict the reaction yield, written as a fraction of the theoretical maximum amount of product (1.0 means a 100% yield; for example, 0.34 means a 34% yield). (1) The reactants are [C:1]([O:5][C:6]([N:8]1[C:16]2[CH:15]=[C:14]([C:17]3[CH:18]=[N+:19]([O-])[CH:20]=[CH:21][CH:22]=3)[CH:13]=[CH:12][C:11]=2[C:10]2[CH:24]=[N:25][CH:26]=[CH:27][C:9]1=2)=[O:7])([CH3:4])([CH3:3])[CH3:2].[C:28]1([CH3:48])[CH:33]=[CH:32][C:31]([S:34]([O:37]S(C2C=CC(C)=CC=2)(=O)=O)(=[O:36])=[O:35])=[CH:30][CH:29]=1.[CH3:49][N:50]([CH3:52])[CH3:51].O1CCCC1. The catalyst is C(Cl)Cl. The product is [CH3:48][C:28]1[CH:29]=[CH:30][C:31]([S:34]([O-:37])(=[O:36])=[O:35])=[CH:32][CH:33]=1.[C:1]([O:5][C:6]([N:8]1[C:16]2[CH:15]=[C:14]([C:17]3[CH:22]=[CH:21][C:20]([N+:50]([CH3:52])([CH3:51])[CH3:49])=[N:19][CH:18]=3)[CH:13]=[CH:12][C:11]=2[C:10]2[CH:24]=[N:25][CH:26]=[CH:27][C:9]1=2)=[O:7])([CH3:4])([CH3:3])[CH3:2]. The yield is 0.690. (2) The reactants are O[CH2:2][CH2:3][CH2:4][C:5]1[S:9][C:8]([C:10]2[CH:15]=[CH:14][CH:13]=[CH:12][CH:11]=2)=[N:7][C:6]=1[C:16]([OH:18])=O.[Li+].[Cl-:20].S(Cl)([Cl:23])=O. No catalyst specified. The product is [Cl:20][CH2:2][CH2:3][CH2:4][C:5]1[S:9][C:8]([C:10]2[CH:15]=[CH:14][CH:13]=[CH:12][CH:11]=2)=[N:7][C:6]=1[C:16]([Cl:23])=[O:18]. The yield is 0.990. (3) The reactants are Br[C:2]1[CH:7]=[C:6]([N+:8]([O-:10])=[O:9])[CH:5]=[C:4]([F:11])[C:3]=1[NH2:12].[CH3:13][C:14]([CH3:18])([CH3:17])[C:15]#[CH:16]. The catalyst is CCN(CC)CC.[Cu]I.Cl[Pd](Cl)([P](C1C=CC=CC=1)(C1C=CC=CC=1)C1C=CC=CC=1)[P](C1C=CC=CC=1)(C1C=CC=CC=1)C1C=CC=CC=1. The product is [CH3:13][C:14]([CH3:18])([CH3:17])[C:15]#[C:16][C:2]1[CH:7]=[C:6]([N+:8]([O-:10])=[O:9])[CH:5]=[C:4]([F:11])[C:3]=1[NH2:12]. The yield is 0.360. (4) The reactants are [CH:1]1[C:14]2[S:13][C:12]3[C:7](=[CH:8][CH:9]=[CH:10][CH:11]=3)[O:6][C:5]=2[CH:4]=[CH:3][CH:2]=1.[CH3:15][O:16][S:17]([O-:20])(=[O:19])=[O:18].[C:21]1([I+]C2C=CC=CC=2)[CH:26]=[CH:25][CH:24]=[CH:23][CH:22]=1. The catalyst is C([O-])(=O)C1C=CC=CC=1.[Cu+2].C([O-])(=O)C1C=CC=CC=1.ClC1C=CC=CC=1. The product is [CH3:15][O:16][S:17]([O-:20])(=[O:19])=[O:18].[C:21]1([S+:13]2[C:14]3[CH:1]=[CH:2][CH:3]=[CH:4][C:5]=3[O:6][C:7]3[C:12]2=[CH:11][CH:10]=[CH:9][CH:8]=3)[CH:26]=[CH:25][CH:24]=[CH:23][CH:22]=1. The yield is 0.630. (5) The yield is 0.980. No catalyst specified. The reactants are [Cl:1][C:2]1[CH:9]=[CH:8][C:5]([CH:6]=O)=[CH:4][C:3]=1[N+:10]([O-:12])=[O:11].[NH2:13][C:14]1[CH:23]=[CH:22][C:17]([C:18]([O:20][CH3:21])=[O:19])=[CH:16][CH:15]=1. The product is [Cl:1][C:2]1[CH:9]=[CH:8][C:5](/[CH:6]=[N:13]/[C:14]2[CH:15]=[CH:16][C:17]([C:18]([O:20][CH3:21])=[O:19])=[CH:22][CH:23]=2)=[CH:4][C:3]=1[N+:10]([O-:12])=[O:11]. (6) The reactants are I[C:2]1[S:6][C:5]([C:7]2[CH:8]=[C:9]3[C:13](=[CH:14][CH:15]=2)[C:12](=[O:16])[N:11]([CH3:17])[CH2:10]3)=[N:4][CH:3]=1.CC1(C)C(C)(C)OB([C:26]2[CH:27]=[C:28]([NH2:32])[CH:29]=[N:30][CH:31]=2)O1. No catalyst specified. The product is [NH2:32][C:28]1[CH:27]=[C:26]([C:2]2[S:6][C:5]([C:7]3[CH:8]=[C:9]4[C:13](=[CH:14][CH:15]=3)[C:12](=[O:16])[N:11]([CH3:17])[CH2:10]4)=[N:4][CH:3]=2)[CH:31]=[N:30][CH:29]=1. The yield is 0.410.